Predict the reaction yield, written as a fraction of the theoretical maximum amount of product (1.0 means a 100% yield; for example, 0.34 means a 34% yield). From a dataset of Reaction yield outcomes from USPTO patents with 853,638 reactions. The reactants are Br[C:2]1[N:6]([CH2:7][C:8]2[CH:13]=[CH:12][C:11]([O:14][CH3:15])=[CH:10][CH:9]=2)[N:5]=[N:4][N:3]=1.O.[NH2:17][NH2:18]. The catalyst is CC(O)C. The product is [NH:17]([C:2]1[N:6]([CH2:7][C:8]2[CH:13]=[CH:12][C:11]([O:14][CH3:15])=[CH:10][CH:9]=2)[N:5]=[N:4][N:3]=1)[NH2:18]. The yield is 0.800.